From a dataset of Forward reaction prediction with 1.9M reactions from USPTO patents (1976-2016). Predict the product of the given reaction. Given the reactants [Br:1][C:2]1[CH:3]=[CH:4][C:5]([OH:11])=[C:6]([C:8](=[O:10])[CH3:9])[CH:7]=1.[CH3:12][CH2:13][O:14]C(C)=O, predict the reaction product. The product is: [Br:1][C:2]1[CH:3]=[CH:4][C:5]([O:11][CH2:12][CH2:13][OH:14])=[C:6]([C:8](=[O:10])[CH3:9])[CH:7]=1.